From a dataset of NCI-60 drug combinations with 297,098 pairs across 59 cell lines. Regression. Given two drug SMILES strings and cell line genomic features, predict the synergy score measuring deviation from expected non-interaction effect. (1) Drug 1: C1=NC2=C(N=C(N=C2N1C3C(C(C(O3)CO)O)F)Cl)N. Drug 2: CC(C)(C#N)C1=CC(=CC(=C1)CN2C=NC=N2)C(C)(C)C#N. Cell line: IGROV1. Synergy scores: CSS=-2.52, Synergy_ZIP=7.38, Synergy_Bliss=1.78, Synergy_Loewe=-3.21, Synergy_HSA=-2.70. (2) Drug 1: C1=CC(=C2C(=C1NCCNCCO)C(=O)C3=C(C=CC(=C3C2=O)O)O)NCCNCCO. Drug 2: CC1=C(C(CCC1)(C)C)C=CC(=CC=CC(=CC(=O)O)C)C. Cell line: NCI/ADR-RES. Synergy scores: CSS=4.17, Synergy_ZIP=-1.67, Synergy_Bliss=0.978, Synergy_Loewe=-4.04, Synergy_HSA=0.192. (3) Drug 1: CC(C)NC(=O)C1=CC=C(C=C1)CNNC.Cl. Drug 2: COCCOC1=C(C=C2C(=C1)C(=NC=N2)NC3=CC=CC(=C3)C#C)OCCOC.Cl. Cell line: K-562. Synergy scores: CSS=9.23, Synergy_ZIP=-2.11, Synergy_Bliss=0.388, Synergy_Loewe=-1.72, Synergy_HSA=-1.66.